Dataset: Forward reaction prediction with 1.9M reactions from USPTO patents (1976-2016). Task: Predict the product of the given reaction. (1) Given the reactants [CH3:1][C:2](C)([O-])C.[K+].[Br:7][C:8]1[CH:16]=[C:15]2[C:11]([CH2:12][CH2:13][C:14]2=O)=[CH:10][CH:9]=1, predict the reaction product. The product is: [Br:7][C:8]1[CH:16]=[C:15]2[C:11]([CH2:12][CH2:13][C:14]2=[CH:1][CH3:2])=[CH:10][CH:9]=1. (2) Given the reactants [Br:1][CH2:2][CH2:3][OH:4].C(N(CC)CC)C.[C:12](Cl)([C:25]1[CH:30]=[CH:29][CH:28]=[CH:27][CH:26]=1)([C:19]1[CH:24]=[CH:23][CH:22]=[CH:21][CH:20]=1)[C:13]1[CH:18]=[CH:17][CH:16]=[CH:15][CH:14]=1.O, predict the reaction product. The product is: [C:12]([O:4][CH2:3][CH2:2][Br:1])([C:13]1[CH:18]=[CH:17][CH:16]=[CH:15][CH:14]=1)([C:25]1[CH:26]=[CH:27][CH:28]=[CH:29][CH:30]=1)[C:19]1[CH:20]=[CH:21][CH:22]=[CH:23][CH:24]=1. (3) Given the reactants Br[C:2]1[CH:10]=[C:9]2[C:5]([CH:6]=[N:7][N:8]2[S:11]([C:14]2[CH:19]=[CH:18][C:17]([O:20][CH3:21])=[CH:16][CH:15]=2)(=[O:13])=[O:12])=[CH:4][CH:3]=1.[B:22]1([B:22]2[O:26][C:25]([CH3:28])([CH3:27])[C:24]([CH3:30])([CH3:29])[O:23]2)[O:26][C:25]([CH3:28])([CH3:27])[C:24]([CH3:30])([CH3:29])[O:23]1.C([O-])(=O)C.[K+], predict the reaction product. The product is: [CH3:21][O:20][C:17]1[CH:18]=[CH:19][C:14]([S:11]([N:8]2[C:9]3[C:5](=[CH:4][CH:3]=[C:2]([B:22]4[O:26][C:25]([CH3:28])([CH3:27])[C:24]([CH3:30])([CH3:29])[O:23]4)[CH:10]=3)[CH:6]=[N:7]2)(=[O:13])=[O:12])=[CH:15][CH:16]=1. (4) Given the reactants [Cl:1][C:2]1[C:3]2[N:4]([CH:9]=[C:10]([C:12]([OH:14])=O)[N:11]=2)[CH:5]=[C:6]([I:8])[CH:7]=1.[Cl:15][C:16]1[C:17]([C:32](=[N:34]O)[NH2:33])=[CH:18][C:19]([F:31])=[C:20]([CH2:22][CH2:23][C:24]([O:26][C:27]([CH3:30])([CH3:29])[CH3:28])=[O:25])[CH:21]=1.CCN=C=NCCCN(C)C.Cl.O, predict the reaction product. The product is: [Cl:15][C:16]1[C:17]([C:32]2[N:34]=[C:12]([C:10]3[N:11]=[C:3]4[C:2]([Cl:1])=[CH:7][C:6]([I:8])=[CH:5][N:4]4[CH:9]=3)[O:14][N:33]=2)=[CH:18][C:19]([F:31])=[C:20]([CH2:22][CH2:23][C:24]([O:26][C:27]([CH3:28])([CH3:29])[CH3:30])=[O:25])[CH:21]=1.